This data is from Full USPTO retrosynthesis dataset with 1.9M reactions from patents (1976-2016). The task is: Predict the reactants needed to synthesize the given product. Given the product [NH2:1][C:2]1[C:11]2[C:6](=[CH:7][CH:8]=[CH:9][C:10]=2[O:12][CH2:13][C:14]([NH:17][C:26](=[O:28])[C:25]2[CH:29]=[C:30]([OH:32])[CH:31]=[C:23]([OH:22])[CH:24]=2)([CH3:16])[CH3:15])[N:5]=[C:4]([CH3:18])[C:3]=1[C:19]([O:21][CH2:33][CH3:34])=[O:20], predict the reactants needed to synthesize it. The reactants are: [NH2:1][C:2]1[C:11]2[C:6](=[CH:7][CH:8]=[CH:9][C:10]=2[O:12][CH2:13][C:14]([NH2:17])([CH3:16])[CH3:15])[N:5]=[C:4]([CH3:18])[C:3]=1[C:19]([O-:21])=[O:20].[OH:22][C:23]1[CH:24]=[C:25]([CH:29]=[C:30]([OH:32])[CH:31]=1)[C:26]([OH:28])=O.[CH3:33][CH2:34]COC(C1CN(C)CCC=1)=O.